This data is from Full USPTO retrosynthesis dataset with 1.9M reactions from patents (1976-2016). The task is: Predict the reactants needed to synthesize the given product. (1) Given the product [Cl:1][C:2]1[N:7]=[C:6]([NH:9][C:10]2[CH:11]=[N:12][C:13]3[C:18]([CH:19]=2)=[CH:17][CH:16]=[CH:15][CH:14]=3)[CH:5]=[CH:4][N:3]=1, predict the reactants needed to synthesize it. The reactants are: [Cl:1][C:2]1[N:7]=[C:6](Cl)[CH:5]=[CH:4][N:3]=1.[NH2:9][C:10]1[CH:11]=[N:12][C:13]2[C:18]([CH:19]=1)=[CH:17][CH:16]=[CH:15][CH:14]=2.C(N(C(C)C)C(C)C)C. (2) Given the product [CH3:9][O:8][C:5]1[N:6]=[CH:7][C:2]([NH:1][CH2:10][C:11]2[CH:16]=[CH:15][CH:14]=[CH:13][CH:12]=2)=[CH:3][CH:4]=1, predict the reactants needed to synthesize it. The reactants are: [NH2:1][C:2]1[CH:3]=[CH:4][C:5]([O:8][CH3:9])=[N:6][CH:7]=1.[CH:10](=O)[C:11]1[CH:16]=[CH:15][CH:14]=[CH:13][CH:12]=1.C([BH3-])#N.[Na+].C(=O)([O-])O.[Na+]. (3) Given the product [NH2:10][C:3]1[C:4]([C:8]#[N:9])=[N:5][N:6]([CH3:7])[C:2]=1[NH2:1], predict the reactants needed to synthesize it. The reactants are: [NH2:1][C:2]1[N:6]([CH3:7])[N:5]=[C:4]([C:8]#[N:9])[C:3]=1[N+:10]([O-])=O. (4) Given the product [C:3]1([CH2:13][CH2:14][CH:15]2[CH2:20][CH2:19][N:18]([C:21]([O:23][CH2:24][C:25]([NH:2][CH3:1])=[O:26])=[O:22])[CH2:17][CH2:16]2)[C:12]2[C:7](=[CH:8][CH:9]=[CH:10][CH:11]=2)[CH:6]=[CH:5][N:4]=1, predict the reactants needed to synthesize it. The reactants are: [CH3:1][NH2:2].[C:3]1([CH2:13][CH2:14][CH:15]2[CH2:20][CH2:19][N:18]([C:21]([O:23][CH2:24][C:25](OCC)=[O:26])=[O:22])[CH2:17][CH2:16]2)[C:12]2[C:7](=[CH:8][CH:9]=[CH:10][CH:11]=2)[CH:6]=[CH:5][N:4]=1. (5) Given the product [CH:1]([N:14]1[CH2:17][C:16]([OH:18])([C:24]#[N:25])[CH2:15]1)([C:8]1[CH:13]=[CH:12][CH:11]=[CH:10][CH:9]=1)[C:2]1[CH:3]=[CH:4][CH:5]=[CH:6][CH:7]=1, predict the reactants needed to synthesize it. The reactants are: [CH:1]([N:14]1[CH2:17][C:16](=[O:18])[CH2:15]1)([C:8]1[CH:13]=[CH:12][CH:11]=[CH:10][CH:9]=1)[C:2]1[CH:7]=[CH:6][CH:5]=[CH:4][CH:3]=1.C([O-])(O)=O.[Na+].[C-:24]#[N:25].[K+]. (6) Given the product [NH2:1][C:2]1[N:7]=[C:6]([NH:8][C@H:9]([C:11]2[N:12]([C:28]3[CH:33]=[CH:32][CH:31]=[CH:30][CH:29]=3)[C:13](=[O:27])[C:14]3[C:19]([CH:20]=2)=[CH:18][CH:17]=[CH:16][C:15]=3[C:21]2[CH:22]=[N:23][N:24]([CH3:26])[CH:25]=2)[CH3:10])[C:5]([C:35]#[N:36])=[CH:4][N:3]=1, predict the reactants needed to synthesize it. The reactants are: [NH2:1][C:2]1[N:7]=[C:6]([NH:8][C@H:9]([C:11]2[N:12]([C:28]3[CH:33]=[CH:32][CH:31]=[CH:30][CH:29]=3)[C:13](=[O:27])[C:14]3[C:19]([CH:20]=2)=[CH:18][CH:17]=[CH:16][C:15]=3[C:21]2[CH:22]=[N:23][N:24]([CH3:26])[CH:25]=2)[CH3:10])[C:5](I)=[CH:4][N:3]=1.[C-:35]#[N:36].[Na+].O. (7) The reactants are: [C:1](O)(=O)[C:2]([OH:4])=[O:3].COC1C=C2C(=CC=1OC)C([CH2:21][C:22]1[CH:35]=[CH:34][C:25]([C:26]([C:28]3[CH:33]=[CH:32][CH:31]=[CH:30][CH:29]=3)=[O:27])=[CH:24][CH:23]=1)NCC2.C1(C2C=CC=CC=2)C=CC(CC2C3C(=CC(OC)=C(OC)C=3)CCN2C(=O)CCC(O)=O)=CC=1. Given the product [C:26]([C:28]1[CH:33]=[CH:32][C:31]([CH2:1][C:2]([OH:4])=[O:3])=[CH:30][CH:29]=1)(=[O:27])[C:25]1[CH:34]=[CH:35][CH:22]=[CH:23][CH:24]=1.[CH3:21][C:22]1[CH:23]=[CH:24][C:25]([C:26](=[O:27])[C:28]2[CH:29]=[CH:30][CH:31]=[CH:32][CH:33]=2)=[CH:34][CH:35]=1, predict the reactants needed to synthesize it.